The task is: Predict the reaction yield, written as a fraction of the theoretical maximum amount of product (1.0 means a 100% yield; for example, 0.34 means a 34% yield).. This data is from Reaction yield outcomes from USPTO patents with 853,638 reactions. (1) The reactants are [CH3:1][C:2]1[NH:3][C:4](=[O:26])[C:5]([CH2:11][C:12]2[CH:17]=[CH:16][C:15]([C:18]3[C:19]([C:24]#[N:25])=[CH:20][CH:21]=[CH:22][CH:23]=3)=[CH:14][CH:13]=2)=[C:6]([CH2:8][CH2:9][CH3:10])[N:7]=1.[CH3:27][C:28]1([CH3:42])[CH2:37][C:36](=[O:38])[C:35]2[C:30](=[CH:31][CH:32]=[C:33](B(O)O)[CH:34]=2)[O:29]1.N1C=CC=CC=1.C(N(CC)CC)C. The catalyst is C(OCC)(=O)C.C([O-])(=O)C.[Cu+2].C([O-])(=O)C.ClCCl. The product is [CH3:27][C:28]1([CH3:42])[CH2:37][C:36](=[O:38])[C:35]2[C:30](=[CH:31][CH:32]=[C:33]([N:3]3[C:4](=[O:26])[C:5]([CH2:11][C:12]4[CH:17]=[CH:16][C:15]([C:18]5[C:19]([C:24]#[N:25])=[CH:20][CH:21]=[CH:22][CH:23]=5)=[CH:14][CH:13]=4)=[C:6]([CH2:8][CH2:9][CH3:10])[N:7]=[C:2]3[CH3:1])[CH:34]=2)[O:29]1. The yield is 0.450. (2) The reactants are [S:1]1[CH:5]=[CH:4][S:3][C:2]1=[C:6]1[S:10][C:9]2[S:11][C:12](=[C:14]3[S:18][C:17]([C:19]([OH:21])=[O:20])=[CH:16][S:15]3)[S:13][C:8]=2[S:7]1.O1CCOCC1.C1COCC1.[NH3:33]. The catalyst is CCOCC. The product is [S:1]1[CH:5]=[CH:4][S:3][C:2]1=[C:6]1[S:7][C:8]2[S:13][C:12](=[C:14]3[S:18][C:17]([C:19]([O-:21])=[O:20])=[CH:16][S:15]3)[S:11][C:9]=2[S:10]1.[NH4+:33]. The yield is 0.920. (3) The reactants are [Cl:1][C:2]1[CH:7]=[CH:6][N:5]=[C:4]2[N:8]([CH2:11][O:12][CH2:13][CH2:14][Si:15]([CH3:18])([CH3:17])[CH3:16])[CH:9]=[CH:10][C:3]=12.[CH2:19]([Li])CCC.IC. The catalyst is C1COCC1. The product is [Cl:1][C:2]1[CH:7]=[CH:6][N:5]=[C:4]2[N:8]([CH2:11][O:12][CH2:13][CH2:14][Si:15]([CH3:18])([CH3:17])[CH3:16])[C:9]([CH3:19])=[CH:10][C:3]=12. The yield is 0.950.